Dataset: Reaction yield outcomes from USPTO patents with 853,638 reactions. Task: Predict the reaction yield, written as a fraction of the theoretical maximum amount of product (1.0 means a 100% yield; for example, 0.34 means a 34% yield). (1) The reactants are [F:1][C:2]([Si](C)(C)C)([F:4])[F:3].[Br:9][C:10]1[CH:15]=[CH:14][C:13](/[CH:16]=[N:17]\[S@@:18]([C:20]([CH3:23])([CH3:22])[CH3:21])=[O:19])=[CH:12][CH:11]=1.[Cl-].[NH4+]. The catalyst is C([O-])(=O)C.C([N+](CCCC)(CCCC)CCCC)CCC.CN(C=O)C. The product is [Br:9][C:10]1[CH:11]=[CH:12][C:13]([C@H:16]([NH:17][S@@:18]([C:20]([CH3:23])([CH3:22])[CH3:21])=[O:19])[C:2]([F:4])([F:3])[F:1])=[CH:14][CH:15]=1. The yield is 0.760. (2) The reactants are [NH2:1][C:2]1[CH:7]=[CH:6][C:5]([S:8]([N:11]([CH3:32])[C:12]2[CH:31]=[CH:30][C:15]3[N:16]([CH2:23][CH:24]4[CH2:29][CH2:28][O:27][CH2:26][CH2:25]4)[C:17]([C:19]([F:22])([F:21])[F:20])=[N:18][C:14]=3[CH:13]=2)(=[O:10])=[O:9])=[CH:4][CH:3]=1.[N:33]([CH:36]([CH3:38])[CH3:37])=[C:34]=[O:35]. The catalyst is ClCCCl. The product is [CH:36]([NH:33][C:34]([NH:1][C:2]1[CH:3]=[CH:4][C:5]([S:8]([N:11]([CH3:32])[C:12]2[CH:31]=[CH:30][C:15]3[N:16]([CH2:23][CH:24]4[CH2:29][CH2:28][O:27][CH2:26][CH2:25]4)[C:17]([C:19]([F:21])([F:20])[F:22])=[N:18][C:14]=3[CH:13]=2)(=[O:10])=[O:9])=[CH:6][CH:7]=1)=[O:35])([CH3:38])[CH3:37]. The yield is 0.460. (3) The reactants are S(=O)(=O)(O)O.[NH2:6][C:7]1[C:8]([C:25]([NH2:27])=[O:26])=[CH:9][C:10]2[C:18]3[C:13](=[CH:14][CH:15]=[CH:16][CH:17]=3)[N:12]([CH2:19][C:20](O)([CH3:22])[CH3:21])[C:11]=2[N:24]=1.[OH-].[Na+].C(=O)(O)[O-:31].[Na+].[Cl:35][CH2:36][C:37]#[N:38]. The catalyst is O. The product is [NH2:6][C:7]1[C:8]([C:25]([NH2:27])=[O:26])=[CH:9][C:10]2[C:18]3[C:13](=[CH:14][CH:15]=[CH:16][CH:17]=3)[N:12]([CH2:19][C:20]([NH:38][C:37](=[O:31])[CH2:36][Cl:35])([CH3:21])[CH3:22])[C:11]=2[N:24]=1. The yield is 0.800. (4) The reactants are [CH3:1][N:2]1[CH2:10][C:9]2[C:4](=[C:5]([N+:18]([O-:20])=[O:19])[CH:6]=[CH:7][C:8]=2[N:11]2[CH2:16][CH2:15][C:14](=O)[CH2:13][CH2:12]2)[C:3]1=[O:21].[C:22]([O:26][C:27]([N:29]1[CH2:34][CH2:33][NH:32][CH2:31][CH2:30]1)=[O:28])([CH3:25])([CH3:24])[CH3:23].C(O[BH-](OC(=O)C)OC(=O)C)(=O)C.[Na+].[OH-].[Na+]. The catalyst is ClCCCl. The product is [C:22]([O:26][C:27]([N:29]1[CH2:34][CH2:33][N:32]([CH:14]2[CH2:15][CH2:16][N:11]([C:8]3[CH:7]=[CH:6][C:5]([N+:18]([O-:20])=[O:19])=[C:4]4[C:9]=3[CH2:10][N:2]([CH3:1])[C:3]4=[O:21])[CH2:12][CH2:13]2)[CH2:31][CH2:30]1)=[O:28])([CH3:25])([CH3:23])[CH3:24]. The yield is 0.620. (5) The reactants are Cl[C:2]1[NH:7][C:6]([NH2:21])([NH:8][CH:9]([C:11]2[CH:20]=[CH:19][C:18]3[C:13](=[CH:14][CH:15]=[CH:16][CH:17]=3)[CH:12]=2)[CH3:10])[N:5]=[CH:4][N:3]=1.C(O[C:27](=[O:45])[CH:28]([NH:37][C:38]([O:40][C:41]([CH3:44])([CH3:43])[CH3:42])=[O:39])[CH2:29][C:30]1[CH:35]=[CH:34][C:33]([OH:36])=[CH:32][CH:31]=1)(C)(C)C.[C:46](=O)([O-])[O-].[K+].[K+].[CH:52]([OH:55])([CH3:54])[CH3:53]. No catalyst specified. The product is [C:52]([O:55][C:27](=[O:45])[CH:28]([NH:37][C:38]([O:40][C:41]([CH3:42])([CH3:43])[CH3:44])=[O:39])[CH2:29][C:30]1[CH:31]=[CH:32][C:33]([O:36][C:4]2[N:3]=[C:2]([NH2:7])[N:21]=[C:6]([NH:8][CH:9]([C:11]3[CH:20]=[CH:19][C:18]4[C:13](=[CH:14][CH:15]=[CH:16][CH:17]=4)[CH:12]=3)[CH3:10])[N:5]=2)=[CH:34][CH:35]=1)([CH3:46])([CH3:54])[CH3:53]. The yield is 0.280. (6) The reactants are C([Li])CCC.Br[C:7]1[S:8][CH:9]=[C:10]([Br:12])[N:11]=1.[O:13]=[C:14]1[CH2:19][CH2:18][N:17]([C:20]([O:22][C:23]([CH3:26])([CH3:25])[CH3:24])=[O:21])[CH2:16][CH2:15]1. The catalyst is ClCCl. The product is [Br:12][C:10]1[N:11]=[C:7]([C:14]2([OH:13])[CH2:15][CH2:16][N:17]([C:20]([O:22][C:23]([CH3:25])([CH3:24])[CH3:26])=[O:21])[CH2:18][CH2:19]2)[S:8][CH:9]=1. The yield is 0.950. (7) The reactants are Cl[C:2]1[CH:3]=[C:4]([NH:11][C:12]2[CH:17]=[CH:16][C:15]([N:18]3[CH2:23][CH2:22][N:21]([CH:24]4[CH2:27][O:26][CH2:25]4)[CH2:20][CH2:19]3)=[CH:14][N:13]=2)[C:5]2[N:9]=[CH:8][NH:7][C:6]=2[CH:10]=1.C([O:31][CH2:32][C:33]1[C:34]([N:48]2[CH2:60][CH2:59][N:51]3[C:52]4[CH2:53][CH2:54][CH2:55][CH2:56][C:57]=4[CH:58]=[C:50]3[C:49]2=[O:61])=[N:35][CH:36]=[CH:37][C:38]=1B1OC(C)(C)C(C)(C)O1)(=O)C.C(=O)([O-])[O-].[K+].[K+].C1(P(C2CCCCC2)C2CCCCC2)CCCCC1. The catalyst is [Pd].[Pd].C(=CC(C=CC1C=CC=CC=1)=O)C1C=CC=CC=1.C(=CC(C=CC1C=CC=CC=1)=O)C1C=CC=CC=1.C(=CC(C=CC1C=CC=CC=1)=O)C1C=CC=CC=1.O1CCOCC1.O. The product is [OH:31][CH2:32][C:33]1[C:34]([N:48]2[CH2:60][CH2:59][N:51]3[C:52]4[CH2:53][CH2:54][CH2:55][CH2:56][C:57]=4[CH:58]=[C:50]3[C:49]2=[O:61])=[N:35][CH:36]=[CH:37][C:38]=1[C:2]1[CH:3]=[C:4]([NH:11][C:12]2[CH:17]=[CH:16][C:15]([N:18]3[CH2:23][CH2:22][N:21]([CH:24]4[CH2:25][O:26][CH2:27]4)[CH2:20][CH2:19]3)=[CH:14][N:13]=2)[C:5]2[N:9]=[CH:8][NH:7][C:6]=2[CH:10]=1. The yield is 0.150. (8) The reactants are [F:1][C:2]1[CH:25]=[CH:24][C:5]([O:6][C:7]2[CH:12]=[CH:11][C:10]([C:13]3[N:18]=[C:17]([C:19]([OH:21])=[O:20])[CH:16]=[C:15]([CH:22]=[CH2:23])[N:14]=3)=[CH:9][CH:8]=2)=[CH:4][CH:3]=1.[CH:26]1C=CC2N(O)N=NC=2C=1.C(Cl)CCl.CO. The catalyst is ClCCl. The product is [F:1][C:2]1[CH:25]=[CH:24][C:5]([O:6][C:7]2[CH:8]=[CH:9][C:10]([C:13]3[N:18]=[C:17]([C:19]([O:21][CH3:26])=[O:20])[CH:16]=[C:15]([CH:22]=[CH2:23])[N:14]=3)=[CH:11][CH:12]=2)=[CH:4][CH:3]=1. The yield is 0.940. (9) The reactants are [Cl:1][C:2]1[N:3]=[C:4](Cl)[C:5]2[CH2:11][CH2:10][N:9]([C:12]([O:14][C:15]([CH3:18])([CH3:17])[CH3:16])=[O:13])[CH2:8][C:6]=2[N:7]=1.[NH:20]1[C:28]2[C:23](=[CH:24][C:25]([NH2:29])=[CH:26][CH:27]=2)[CH:22]=[N:21]1.C([O-])([O-])=O.[Na+].[Na+]. The catalyst is CN(C=O)C. The product is [NH:20]1[C:28]2[C:23](=[CH:24][C:25]([NH:29][C:4]3[C:5]4[CH2:11][CH2:10][N:9]([C:12]([O:14][C:15]([CH3:18])([CH3:17])[CH3:16])=[O:13])[CH2:8][C:6]=4[N:7]=[C:2]([Cl:1])[N:3]=3)=[CH:26][CH:27]=2)[CH:22]=[N:21]1. The yield is 0.202.